This data is from Full USPTO retrosynthesis dataset with 1.9M reactions from patents (1976-2016). The task is: Predict the reactants needed to synthesize the given product. (1) Given the product [CH3:12][C:8]1([CH3:13])[CH2:7][CH2:6][C:5]([CH3:15])([CH3:14])[C:4]2[CH:3]=[C:2]([C:39]3[CH:40]=[CH:41][C:36]([CH2:42][CH2:21][C:19]([O:18][CH2:17][CH3:16])=[O:20])=[CH:37][CH:38]=3)[CH:11]=[CH:10][C:9]1=2, predict the reactants needed to synthesize it. The reactants are: Br[C:2]1[CH:3]=[C:4]2[C:9](=[CH:10][CH:11]=1)[C:8]([CH3:13])([CH3:12])[CH2:7][CH2:6][C:5]2([CH3:15])[CH3:14].[CH3:16][CH2:17][O:18][C:19]([C:21]1C=CC(B(O)O)=CC=1)=[O:20].C([O-])([O-])=O.[K+].[K+].[C:36]1([CH3:42])[CH:41]=[CH:40][CH:39]=[CH:38][CH:37]=1. (2) Given the product [CH2:1]([O:3][CH:4]([O:23][CH:24]([CH:32]1[CH2:33][CH2:34][C:35](=[O:38])[CH2:36][CH2:37]1)[CH2:25][C:26]1[CH:31]=[CH:30][CH:29]=[CH:28][CH:27]=1)[CH3:5])[CH3:2], predict the reactants needed to synthesize it. The reactants are: [CH:1]([O:3][CH2:4][CH3:5])=[CH2:2].S(C1C=CC(C)=CC=1)([O-])(=O)=O.[NH+]1C=CC=CC=1.[OH:23][CH:24]([CH:32]1[CH2:37][CH2:36][C:35](=[O:38])[CH2:34][CH2:33]1)[CH2:25][C:26]1[CH:31]=[CH:30][CH:29]=[CH:28][CH:27]=1. (3) Given the product [CH:2]12[C:10](=[O:11])[O:12][C:13](=[O:14])[CH:1]1[CH:4]1[C:5](=[O:6])[O:7][C:8](=[O:9])[CH:3]12.[CH:15]1[CH:20]=[C:19]([NH2:21])[CH:18]=[C:17]([C:22]([NH2:24])=[O:23])[CH:16]=1, predict the reactants needed to synthesize it. The reactants are: [CH:1]12[C:13](=[O:14])[O:12][C:10](=[O:11])[CH:2]1[CH:3]1[C:8](=[O:9])[O:7][C:5](=[O:6])[CH:4]12.[CH:15]1[CH:20]=[C:19]([NH2:21])[CH:18]=[C:17]([C:22]([NH2:24])=[O:23])[CH:16]=1. (4) The reactants are: Br[C:2]1[CH:7]=[CH:6][CH:5]=[CH:4][CH:3]=1.[NH2:8][C:9]1[CH:10]=[C:11]2[C:16]3=[C:17]([CH2:19][CH2:20][N:15]3[CH2:14][C@@H:13]3[CH2:21][N:22](C(OC(C)(C)C)=O)[CH2:23][C@H:12]23)[CH:18]=1. Given the product [C:2]1([NH:8][C:9]2[CH:10]=[C:11]3[C:16]4=[C:17]([CH2:19][CH2:20][N:15]4[CH2:14][C@@H:13]4[CH2:21][NH:22][CH2:23][C@H:12]34)[CH:18]=2)[CH:7]=[CH:6][CH:5]=[CH:4][CH:3]=1, predict the reactants needed to synthesize it. (5) The reactants are: [CH3:1][N:2]1[C:10]2[N:9]=[C:8]([Br:11])[N:7]([CH2:12][C:13]#[C:14][CH3:15])[C:6]=2[C:5](=[O:16])[NH:4][C:3]1=[O:17].C(=O)([O-])[O-].[K+].[K+].Cl[CH2:25][C:26]1[N:35]=[C:34]([CH3:36])[C:33]2[C:28](=[CH:29][CH:30]=[CH:31][CH:32]=2)[N:27]=1.CC1CCCO1. Given the product [CH3:36][C:34]1[C:33]2[C:28](=[CH:29][CH:30]=[CH:31][CH:32]=2)[N:27]=[C:26]([CH2:25][N:4]2[C:5](=[O:16])[C:6]3[N:7]([CH2:12][C:13]#[C:14][CH3:15])[C:8]([Br:11])=[N:9][C:10]=3[N:2]([CH3:1])[C:3]2=[O:17])[N:35]=1, predict the reactants needed to synthesize it.